From a dataset of Full USPTO retrosynthesis dataset with 1.9M reactions from patents (1976-2016). Predict the reactants needed to synthesize the given product. (1) Given the product [CH2:32]([N:14]([CH2:12][CH3:13])[CH2:15][CH2:16][N:17]([C@@H:18]1[CH2:22][CH2:21][N:20]([C:23]2[CH:28]=[CH:27][C:26]([N+:29]([O-:31])=[O:30])=[CH:25][CH:24]=2)[CH2:19]1)[C:1](=[O:3])[CH3:2])[CH3:33], predict the reactants needed to synthesize it. The reactants are: [C:1](Cl)(=[O:3])[CH3:2].C(N(CC)CC)C.[CH2:12]([N:14]([CH2:32][CH3:33])[CH2:15][CH2:16][NH:17][C@@H:18]1[CH2:22][CH2:21][N:20]([C:23]2[CH:28]=[CH:27][C:26]([N+:29]([O-:31])=[O:30])=[CH:25][CH:24]=2)[CH2:19]1)[CH3:13].O. (2) Given the product [CH3:19][C:20]1[C:29]2[C:24](=[CH:25][CH:26]=[CH:27][CH:28]=2)[C:23]([C:2]2[C:15]3[C:16]4=[C:17]5[C:12](=[CH:13][CH:14]=3)[CH:11]=[CH:10][C:9]([C:2]3[C:15]6[C:16](=[CH:17][CH:12]=[CH:13][CH:14]=6)[C:5]([CH3:6])=[CH:4][CH:3]=3)=[C:8]5[CH:7]=[CH:6][C:5]4=[CH:4][CH:3]=2)=[CH:22][CH:21]=1, predict the reactants needed to synthesize it. The reactants are: Br[C:2]1[C:15]2[C:16]3=[C:17]4[C:12](=[CH:13][CH:14]=2)[CH:11]=[CH:10][C:9](Br)=[C:8]4[CH:7]=[CH:6][C:5]3=[CH:4][CH:3]=1.[CH3:19][C:20]1[C:29]2[C:24](=[CH:25][CH:26]=[CH:27][CH:28]=2)[C:23](B(O)O)=[CH:22][CH:21]=1.P([O-])([O-])([O-])=O.[K+].[K+].[K+].CN(C)C=O.